From a dataset of Full USPTO retrosynthesis dataset with 1.9M reactions from patents (1976-2016). Predict the reactants needed to synthesize the given product. (1) The reactants are: [CH3:1][O:2][C:3]([C@@H:5]1[CH2:9][C@@H:8]([S:10]([CH3:13])(=[O:12])=[O:11])[CH2:7][N:6]1[C:14](=S)[CH2:15][C:16](=O)[CH3:17])=[O:4].[CH2:20]([NH:27][NH2:28])[C:21]1[CH:26]=[CH:25][CH:24]=[CH:23][CH:22]=1. Given the product [CH3:1][O:2][C:3]([C@@H:5]1[CH2:9][C@@H:8]([S:10]([CH3:13])(=[O:12])=[O:11])[CH2:7][N:6]1[C:14]1[N:27]([CH2:20][C:21]2[CH:26]=[CH:25][CH:24]=[CH:23][CH:22]=2)[N:28]=[C:16]([CH3:17])[CH:15]=1)=[O:4], predict the reactants needed to synthesize it. (2) Given the product [CH3:19][O:18][C:15]1[CH:16]=[CH:17][C:12]([CH2:11][N:8]2[C:9]3[C:5](=[CH:4][CH:3]=[C:2]([N:28]4[CH:29]=[C:25]([C:24]([F:31])([F:30])[F:23])[N:26]=[CH:27]4)[CH:10]=3)[C:6]([CH3:22])([CH3:21])[C:7]2=[O:20])=[CH:13][CH:14]=1, predict the reactants needed to synthesize it. The reactants are: Br[C:2]1[CH:10]=[C:9]2[C:5]([C:6]([CH3:22])([CH3:21])[C:7](=[O:20])[N:8]2[CH2:11][C:12]2[CH:17]=[CH:16][C:15]([O:18][CH3:19])=[CH:14][CH:13]=2)=[CH:4][CH:3]=1.[F:23][C:24]([F:31])([F:30])[C:25]1[N:26]=[CH:27][NH:28][CH:29]=1. (3) The reactants are: [F:1][C:2]([F:29])([F:28])[C:3]1[CH:8]=[CH:7][C:6]([C:9]([C:18]2[CH:23]=[CH:22][C:21]([C:24]([F:27])([F:26])[F:25])=[CH:20][CH:19]=2)=[CH:10]/[CH:11]=[CH:12]/[C:13]([O:15]CC)=[O:14])=[CH:5][CH:4]=1.[OH-].[Li+]. Given the product [F:1][C:2]([F:28])([F:29])[C:3]1[CH:8]=[CH:7][C:6]([C:9]([C:18]2[CH:19]=[CH:20][C:21]([C:24]([F:25])([F:27])[F:26])=[CH:22][CH:23]=2)=[CH:10]/[CH:11]=[CH:12]/[C:13]([OH:15])=[O:14])=[CH:5][CH:4]=1, predict the reactants needed to synthesize it. (4) Given the product [CH2:14]([O:12][C:11]([C@@H:8]1[CH2:7][C@@H:6]([OH:5])[CH2:10][NH:9]1)=[O:13])[CH3:15], predict the reactants needed to synthesize it. The reactants are: S(Cl)(Cl)=O.[OH:5][CH:6]1[CH2:10][NH:9][C@H:8]([C:11]([OH:13])=[O:12])[CH2:7]1.[CH2:14](O)[CH3:15]. (5) Given the product [NH2:7][C:6]1[N:1]=[C:2]2[C:3]([C:13](=[O:14])[CH:12]=[C:11]([CH:10]([CH3:19])[CH3:9])[NH:8]2)=[CH:4][CH:5]=1, predict the reactants needed to synthesize it. The reactants are: [N:1]1[C:6]([NH2:7])=[CH:5][CH:4]=[CH:3][C:2]=1[NH2:8].[CH3:9][CH:10]([CH3:19])[C:11](=O)[CH2:12][C:13](OCC)=[O:14]. (6) Given the product [OH:3][CH2:4][C@H:5]1[C@H:6]([OH:7])[C@@H:8]([OH:13])[C@@H:9]([OH:12])[CH2:10][O:11]1, predict the reactants needed to synthesize it. The reactants are: CC1(C)[O:7][C@@H:6]2[C@@H:8]([OH:13])[C@@H:9]([OH:12])[CH2:10][O:11][C@H:5]2[CH2:4][O:3]1.Cl. (7) Given the product [NH2:25][C:11]1[C:10]([C:8]2[S:9][C:5]3[CH:4]=[CH:3][C:2]([NH:1][C:36]([NH:35][C:29]4[CH:30]=[C:31]([CH3:34])[CH:32]=[CH:33][C:28]=4[F:27])=[O:37])=[CH:26][C:6]=3[CH:7]=2)=[CH:15][C:14]([B:16]2[O:20][C:19]([CH3:22])([CH3:21])[C:18]([CH3:24])([CH3:23])[O:17]2)=[CH:13][N:12]=1, predict the reactants needed to synthesize it. The reactants are: [NH2:1][C:2]1[CH:3]=[CH:4][C:5]2[S:9][C:8]([C:10]3[C:11]([NH2:25])=[N:12][CH:13]=[C:14]([B:16]4[O:20][C:19]([CH3:22])([CH3:21])[C:18]([CH3:24])([CH3:23])[O:17]4)[CH:15]=3)=[CH:7][C:6]=2[CH:26]=1.[F:27][C:28]1[CH:33]=[CH:32][C:31]([CH3:34])=[CH:30][C:29]=1[N:35]=[C:36]=[O:37]. (8) Given the product [CH2:1]([C:9]1[N:10]=[C:11]2[C:17]3[CH:18]=[CH:19][CH:20]=[CH:21][C:16]=3[NH:15][C:14]3[N:22]=[CH:23][CH:24]=[CH:25][C:13]=3[N:12]2[C:26]=1[C:27]1[CH:32]=[CH:31][C:30]([C:33]2([NH2:37])[CH2:34][CH2:35][CH2:36]2)=[CH:29][CH:28]=1)[CH2:2][C:3]1[CH:8]=[CH:7][CH:6]=[CH:5][CH:4]=1, predict the reactants needed to synthesize it. The reactants are: [CH2:1]([C:9]1[N:10]=[C:11]2[C:17]3[CH:18]=[CH:19][CH:20]=[CH:21][C:16]=3[NH:15][C:14]3[N:22]=[CH:23][CH:24]=[CH:25][C:13]=3[N:12]2[C:26]=1[C:27]1[CH:32]=[CH:31][C:30]([C:33]2([NH:37]C(=O)OC(C)(C)C)[CH2:36][CH2:35][CH2:34]2)=[CH:29][CH:28]=1)[CH2:2][C:3]1[CH:8]=[CH:7][CH:6]=[CH:5][CH:4]=1.Cl.